This data is from Reaction yield outcomes from USPTO patents with 853,638 reactions. The task is: Predict the reaction yield, written as a fraction of the theoretical maximum amount of product (1.0 means a 100% yield; for example, 0.34 means a 34% yield). (1) The yield is 0.320. The catalyst is FC(F)(F)C(O)=O. The reactants are [CH3:1][O:2][C:3](=[O:76])[NH:4][CH:5]([C:9]([N:11]1[CH2:15][CH2:14][CH2:13][CH:12]1[C:16]1[N:17](COCC[Si](C)(C)C)[C:18]([C:21]2[CH:26]=[CH:25][C:24]([N:27]3[CH2:32][CH2:31][N:30]([C:33]4[CH:38]=[CH:37][C:36]([C:39]5[N:40](COCC[Si](C)(C)C)[C:41]([CH:44]6[CH2:48][CH2:47][CH2:46][N:45]6[C:49](=[O:59])[CH:50]([NH:54][C:55]([O:57][CH3:58])=[O:56])[CH:51]([CH3:53])[CH3:52])=[N:42][CH:43]=5)=[CH:35][CH:34]=4)[CH2:29][CH2:28]3)=[CH:23][CH:22]=2)=[CH:19][N:20]=1)=[O:10])[CH:6]([CH3:8])[CH3:7]. The product is [CH3:1][O:2][C:3](=[O:76])[NH:4][CH:5]([C:9]([N:11]1[CH2:15][CH2:14][CH2:13][CH:12]1[C:16]1[NH:17][C:18]([C:21]2[CH:26]=[CH:25][C:24]([N:27]3[CH2:32][CH2:31][N:30]([C:33]4[CH:38]=[CH:37][C:36]([C:39]5[NH:40][C:41]([CH:44]6[CH2:48][CH2:47][CH2:46][N:45]6[C:49](=[O:59])[CH:50]([NH:54][C:55]([O:57][CH3:58])=[O:56])[CH:51]([CH3:53])[CH3:52])=[N:42][CH:43]=5)=[CH:35][CH:34]=4)[CH2:29][CH2:28]3)=[CH:23][CH:22]=2)=[CH:19][N:20]=1)=[O:10])[CH:6]([CH3:8])[CH3:7]. (2) The reactants are [NH2:1][C:2]1[CH:7]=[C:6]([Cl:8])[C:5]([OH:9])=[C:4]([Cl:10])[CH:3]=1.[CH:11]1([CH3:24])[CH2:16][CH2:15][CH:14]([CH:17]([CH3:19])[CH3:18])[CH:13]([O:20][C:21](Cl)=[O:22])[CH2:12]1. The catalyst is C(Cl)Cl. The product is [CH:17]([CH:14]1[CH2:15][CH2:16][CH:11]([CH3:24])[CH2:12][CH:13]1[O:20][C:21](=[O:22])[NH:1][C:2]1[CH:7]=[C:6]([Cl:8])[C:5]([OH:9])=[C:4]([Cl:10])[CH:3]=1)([CH3:18])[CH3:19]. The yield is 0.540. (3) The product is [CH3:1][N:2]1[C:6]([CH:21]=[O:22])=[C:5]([C:7]2[CH:12]=[CH:11][CH:10]=[CH:9][N:8]=2)[N:4]=[N:3]1. The catalyst is C1COCC1. The yield is 0.910. The reactants are [CH3:1][N:2]1[CH:6]=[C:5]([C:7]2[CH:12]=[CH:11][CH:10]=[CH:9][N:8]=2)[N:4]=[N:3]1.[Li]CCCC.CN([CH:21]=[O:22])C.[Cl-].[NH4+]. (4) The reactants are C([N:8]1[CH2:17][C:16]2[N:15]=[CH:14][CH:13]=[CH:12][C:11]=2[CH2:10][CH2:9]1)C1C=CC=CC=1.[ClH:18].[H][H]. The catalyst is O1CCOCC1.[Pd]. The product is [ClH:18].[N:15]1[C:16]2[CH2:17][NH:8][CH2:9][CH2:10][C:11]=2[CH:12]=[CH:13][CH:14]=1. The yield is 0.650. (5) The reactants are C([O:8][CH2:9][CH2:10][O:11][C:12]1[CH:17]=[CH:16][C:15]([CH2:18][CH:19]([C:37]2[CH:42]=[CH:41][C:40]([C:43]([CH3:46])([CH3:45])[CH3:44])=[CH:39][CH:38]=2)[C:20]([NH:22][C:23]2[CH:28]=[CH:27][C:26]([O:29][CH2:30][CH:31]3[CH2:36][CH2:35][CH2:34][CH2:33][CH2:32]3)=[CH:25][CH:24]=2)=[O:21])=[CH:14][CH:13]=1)C1C=CC=CC=1. The catalyst is [Pd].CO.C(OCC)(=O)C. The product is [C:43]([C:40]1[CH:39]=[CH:38][C:37]([CH:19]([CH2:18][C:15]2[CH:16]=[CH:17][C:12]([O:11][CH2:10][CH2:9][OH:8])=[CH:13][CH:14]=2)[C:20]([NH:22][C:23]2[CH:28]=[CH:27][C:26]([O:29][CH2:30][CH:31]3[CH2:36][CH2:35][CH2:34][CH2:33][CH2:32]3)=[CH:25][CH:24]=2)=[O:21])=[CH:42][CH:41]=1)([CH3:46])([CH3:44])[CH3:45]. The yield is 0.740.